This data is from Full USPTO retrosynthesis dataset with 1.9M reactions from patents (1976-2016). The task is: Predict the reactants needed to synthesize the given product. (1) Given the product [CH3:24][N:18]1[C:19](=[O:20])[C:21]([CH3:23])([CH3:22])[NH:15][C:16]1=[O:17], predict the reactants needed to synthesize it. The reactants are: C1(CCCCC(O)=O)C=CC=CC=1.I[N:15]1[C:21]([CH3:23])([CH3:22])[C:19](=[O:20])[N:18]([CH3:24])[C:16]1=[O:17]. (2) Given the product [NH2:29][C:24]1[CH:25]=[CH:26][CH:27]=[CH:28][C:23]=1[NH:22][C:20]([C:18]1[S:19][C:15]([CH2:14][NH:13][C:9]2[N:8]=[C:7]([C:2]3[CH:3]=[CH:4][CH:5]=[CH:6][N:1]=3)[CH:12]=[CH:11][N:10]=2)=[CH:16][CH:17]=1)=[O:21].[C:37]([OH:43])([C:39]([F:42])([F:41])[F:40])=[O:38], predict the reactants needed to synthesize it. The reactants are: [N:1]1[CH:6]=[CH:5][CH:4]=[CH:3][C:2]=1[C:7]1[CH:12]=[CH:11][N:10]=[C:9]([NH:13][CH2:14][C:15]2[S:19][C:18]([C:20]([NH:22][C:23]3[CH:28]=[CH:27][CH:26]=[CH:25][C:24]=3[NH:29]C(=O)OC(C)(C)C)=[O:21])=[CH:17][CH:16]=2)[N:8]=1.[C:37]([OH:43])([C:39]([F:42])([F:41])[F:40])=[O:38]. (3) Given the product [C:27]([C:26]1[CH:29]=[CH:30][C:23]([NH:22][C:12](=[O:14])[C:11]2[CH:15]=[C:7]([CH:1]3[CH2:2][CH2:3][CH2:4][CH2:5][CH2:6]3)[C:8]([O:16][CH2:17][C:18]([F:21])([F:20])[F:19])=[N:9][CH:10]=2)=[CH:24][CH:25]=1)#[N:28], predict the reactants needed to synthesize it. The reactants are: [CH:1]1([C:7]2[C:8]([O:16][CH2:17][C:18]([F:21])([F:20])[F:19])=[N:9][CH:10]=[C:11]([CH:15]=2)[C:12]([OH:14])=O)[CH2:6][CH2:5][CH2:4][CH2:3][CH2:2]1.[NH2:22][C:23]1[CH:30]=[CH:29][C:26]([C:27]#[N:28])=[CH:25][CH:24]=1.